Dataset: Reaction yield outcomes from USPTO patents with 853,638 reactions. Task: Predict the reaction yield, written as a fraction of the theoretical maximum amount of product (1.0 means a 100% yield; for example, 0.34 means a 34% yield). (1) The yield is 0.610. The product is [O:1]1[C:10]2[CH:9]=[C:8]([CH:11]=[O:12])[N:7]=[CH:6][C:5]=2[O:4][CH2:3][CH2:2]1. The reactants are [O:1]1[C:10]2[CH:9]=[C:8]([CH2:11][OH:12])[N:7]=[CH:6][C:5]=2[O:4][CH2:3][CH2:2]1. The catalyst is ClCCl.[O-2].[O-2].[Mn+4]. (2) The reactants are [C:1]([C:5]1[CH:22]=[CH:21][CH:20]=[CH:19][C:6]=1[O:7][CH:8]1[CH2:11][N:10]([C:12](=[O:18])[C:13]([O:15]CC)=[O:14])[CH2:9]1)([CH3:4])([CH3:3])[CH3:2].[OH-].[Li+]. The catalyst is C(O)C. The product is [C:1]([C:5]1[CH:22]=[CH:21][CH:20]=[CH:19][C:6]=1[O:7][CH:8]1[CH2:9][N:10]([C:12](=[O:18])[C:13]([OH:15])=[O:14])[CH2:11]1)([CH3:4])([CH3:2])[CH3:3]. The yield is 0.650. (3) The yield is 0.440. The product is [F:17][C:13]1[CH:12]=[C:11]2[C:16]([C:8]([C:5]3[CH:4]=[CH:3][C:2]([NH:27][CH2:28][CH2:29][CH2:30][S:31]([NH2:34])(=[O:33])=[O:32])=[N:7][CH:6]=3)=[CH:9][N:10]2[S:18]([C:21]2[CH:26]=[CH:25][CH:24]=[CH:23][CH:22]=2)(=[O:20])=[O:19])=[CH:15][CH:14]=1. The reactants are Br[C:2]1[N:7]=[CH:6][C:5]([C:8]2[C:16]3[C:11](=[CH:12][C:13]([F:17])=[CH:14][CH:15]=3)[N:10]([S:18]([C:21]3[CH:26]=[CH:25][CH:24]=[CH:23][CH:22]=3)(=[O:20])=[O:19])[CH:9]=2)=[CH:4][CH:3]=1.[NH2:27][CH2:28][CH2:29][CH2:30][S:31]([NH2:34])(=[O:33])=[O:32].CCN(C(C)C)C(C)C. The catalyst is CN1C(=O)CCC1.CCOC(C)=O. (4) The reactants are [NH2:1][C:2]1[O:6][C:5]([C:7]([O:9][CH3:10])=[O:8])=[CH:4][CH:3]=1.N1C=CC=CC=1.[CH:17]1([C:20](Cl)=[O:21])[CH2:19][CH2:18]1.C(=O)([O-])O.[Na+]. The catalyst is C(Cl)Cl. The product is [CH:17]1([C:20]([NH:1][C:2]2[O:6][C:5]([C:7]([O:9][CH3:10])=[O:8])=[CH:4][CH:3]=2)=[O:21])[CH2:19][CH2:18]1. The yield is 0.560. (5) The reactants are [H-].[Na+].[F:3][C:4]1[CH:5]=[C:6]2[C:10](=[CH:11][CH:12]=1)[NH:9][CH:8]=[C:7]2[CH:13]1[CH2:17][CH2:16][C:15](=[O:18])[CH2:14]1.I[CH3:20].O. The product is [F:3][C:4]1[CH:5]=[C:6]2[C:10](=[CH:11][CH:12]=1)[N:9]([CH3:20])[CH:8]=[C:7]2[CH:13]1[CH2:17][CH2:16][C:15](=[O:18])[CH2:14]1. The yield is 0.810. The catalyst is CN(C)C=O. (6) The reactants are [NH2:1][C:2]1[CH:7]=[CH:6][C:5]([OH:8])=[CH:4][CH:3]=1.CC(C)([O-])C.[K+].Cl[C:16]1[CH:21]=[CH:20][N:19]=[C:18]([C:22]([NH:24][CH3:25])=[O:23])[CH:17]=1.C([O-])([O-])=O.[K+].[K+]. The catalyst is CN(C=O)C. The product is [CH3:25][NH:24][C:22]([C:18]1[CH:17]=[C:16]([O:8][C:5]2[CH:6]=[CH:7][C:2]([NH2:1])=[CH:3][CH:4]=2)[CH:21]=[CH:20][N:19]=1)=[O:23]. The yield is 0.840.